Task: Predict the product of the given reaction.. Dataset: Forward reaction prediction with 1.9M reactions from USPTO patents (1976-2016) (1) Given the reactants [C:1]1(=[O:13])[C:12]2[C:4](=[CH:5][C:6]3[CH2:7][CH2:8][CH2:9][C:10]=3[CH:11]=2)[CH2:3][CH2:2]1.[CH:14]1([CH:20]=O)[CH2:19][CH2:18][CH2:17][CH2:16][CH2:15]1.[OH-].[K+].[H][H], predict the reaction product. The product is: [CH:14]1([CH2:20][CH:2]2[CH2:3][C:4]3[C:12](=[CH:11][C:10]4[CH2:9][CH2:8][CH2:7][C:6]=4[CH:5]=3)[C:1]2=[O:13])[CH2:19][CH2:18][CH2:17][CH2:16][CH2:15]1. (2) Given the reactants Br[C:2]1[C:10]([N+:11]([O-:13])=[O:12])=[CH:9][CH:8]=[CH:7][C:3]=1[C:4]([OH:6])=O.[CH:14]1([NH2:17])[CH2:16][CH2:15]1.C([N:20]([CH:24]([CH3:26])[CH3:25])C(C)C)C, predict the reaction product. The product is: [CH:14]1([NH:17][C:4](=[O:6])[C:3]2[CH:7]=[CH:8][CH:9]=[C:10]([N+:11]([O-:13])=[O:12])[C:2]=2[NH:20][CH:24]2[CH2:26][CH2:25]2)[CH2:16][CH2:15]1. (3) Given the reactants [C:1]([C:5]1[CH:42]=[CH:41][C:8]([CH2:9][O:10][C:11]2[CH:12]=[CH:13][CH:14]=[C:15]3[C:20]=2[CH2:19][CH:18]([N:21]([CH2:30][C:31]2[CH:40]=[CH:39][C:34]([C:35]([O:37]C)=[O:36])=[CH:33][CH:32]=2)[CH2:22][CH2:23][CH2:24][CH2:25][C:26]([O:28]C)=[O:27])[CH2:17][CH2:16]3)=[CH:7][CH:6]=1)([CH3:4])([CH3:3])[CH3:2].[OH-].[Na+].Cl, predict the reaction product. The product is: [C:1]([C:5]1[CH:6]=[CH:7][C:8]([CH2:9][O:10][C:11]2[CH:12]=[CH:13][CH:14]=[C:15]3[C:20]=2[CH2:19][CH:18]([N:21]([CH2:30][C:31]2[CH:32]=[CH:33][C:34]([C:35]([OH:37])=[O:36])=[CH:39][CH:40]=2)[CH2:22][CH2:23][CH2:24][CH2:25][C:26]([OH:28])=[O:27])[CH2:17][CH2:16]3)=[CH:41][CH:42]=1)([CH3:4])([CH3:2])[CH3:3].